This data is from Reaction yield outcomes from USPTO patents with 853,638 reactions. The task is: Predict the reaction yield, written as a fraction of the theoretical maximum amount of product (1.0 means a 100% yield; for example, 0.34 means a 34% yield). (1) The reactants are [N:1]1[CH:6]=[CH:5][CH:4]=[C:3]([OH:7])[CH:2]=1.[H-].[Na+].Cl[C:11]1[C:12]2[N:20]=[C:19]([Cl:21])[CH:18]=[CH:17][C:13]=2[N:14]=[CH:15][N:16]=1. The catalyst is CN(C=O)C.O. The product is [Cl:21][C:19]1[CH:18]=[CH:17][C:13]2[N:14]=[CH:15][N:16]=[C:11]([O:7][C:3]3[CH:2]=[N:1][CH:6]=[CH:5][CH:4]=3)[C:12]=2[N:20]=1. The yield is 0.700. (2) The reactants are [O:1]1[C:5]2[CH:6]=[CH:7][C:8]([C:10](=O)[CH2:11][C:12]([CH3:18])([CH3:17])[CH2:13]C(O)=O)=[CH:9][C:4]=2[O:3][CH2:2]1.C([N:23](CC)C(C)C)(C)C.C1(P(N=[N+]=[N-])(C2C=CC=CC=2)=O)C=CC=CC=1.[OH-].[Na+]. The catalyst is C(Cl)(Cl)Cl.O. The product is [O:1]1[C:5]2[CH:6]=[CH:7][C:8]([C:10]3[CH2:11][C:12]([CH3:18])([CH3:17])[CH2:13][N:23]=3)=[CH:9][C:4]=2[O:3][CH2:2]1. The yield is 0.360. (3) The reactants are [CH3:1][CH:2]1[NH:4][CH2:3]1.[OH-].[Na+].[Cl:7][C:8]1[CH:16]=[CH:15][C:11]([C:12](Cl)=[O:13])=[CH:10][CH:9]=1. The catalyst is O1CCCC1. The product is [CH3:1][CH:2]1[N:4]([C:12]([C:11]2[CH:15]=[CH:16][C:8]([Cl:7])=[CH:9][CH:10]=2)=[O:13])[CH2:3]1. The yield is 0.890. (4) The reactants are [Br:1][C:2]1[CH:3]=[CH:4][C:5]([OH:8])=[N:6][CH:7]=1.O[CH:10]1[CH2:15][CH2:14][CH:13]([C:16]([O:18][CH2:19][CH3:20])=[O:17])[CH2:12][CH2:11]1.C1C=CC(P(C2C=CC=CC=2)C2C=CC=CC=2)=CC=1.CC(OC(/N=N/C(OC(C)C)=O)=O)C. The catalyst is C1COCC1. The product is [Br:1][C:2]1[CH:3]=[CH:4][C:5]([O:8][CH:10]2[CH2:15][CH2:14][CH:13]([C:16]([O:18][CH2:19][CH3:20])=[O:17])[CH2:12][CH2:11]2)=[N:6][CH:7]=1. The yield is 0.620. (5) The reactants are C[O:2][CH:3]=[CH:4][C:5]1[CH:10]=[CH:9][C:8]([C:11]2[CH:16]=[CH:15][C:14]([C:17]([F:20])([F:19])[F:18])=[CH:13][CH:12]=2)=[CH:7][CH:6]=1.Cl.CCOC(C)=O.CCCCCC. The catalyst is C1COCC1. The product is [F:18][C:17]([F:19])([F:20])[C:14]1[CH:13]=[CH:12][C:11]([C:8]2[CH:9]=[CH:10][C:5]([CH2:4][CH:3]=[O:2])=[CH:6][CH:7]=2)=[CH:16][CH:15]=1. The yield is 0.960. (6) The reactants are Br[C:2]1[C:10]2[NH:9][C:8]3[CH2:11][CH2:12][N:13]([C:15]([C:28]4[CH:33]=[CH:32][CH:31]=[CH:30][CH:29]=4)([C:22]4[CH:27]=[CH:26][CH:25]=[CH:24][CH:23]=4)[C:16]4[CH:21]=[CH:20][CH:19]=[CH:18][CH:17]=4)[CH2:14][C:7]=3[C:6]=2[C:5]([Br:34])=[CH:4][CH:3]=1.C([Li])(C)(C)C.CCCCC.C[Si]([N:49]=[C:50]=[O:51])(C)C. The catalyst is C1COCC1.O. The product is [Br:34][C:5]1[CH:4]=[CH:3][C:2]([C:50]([NH2:49])=[O:51])=[C:10]2[C:6]=1[C:7]1[CH2:14][N:13]([C:15]([C:16]3[CH:21]=[CH:20][CH:19]=[CH:18][CH:17]=3)([C:28]3[CH:33]=[CH:32][CH:31]=[CH:30][CH:29]=3)[C:22]3[CH:23]=[CH:24][CH:25]=[CH:26][CH:27]=3)[CH2:12][CH2:11][C:8]=1[NH:9]2. The yield is 0.550. (7) The reactants are [F:1][C:2]1[CH:3]=[CH:4][C:5]([CH3:16])=[C:6]([C:8]([N:10]2[CH2:15][CH2:14][O:13][CH2:12][CH2:11]2)=[O:9])[CH:7]=1.[Br:17]N1C(=O)CCC1=O.C(OOC(=O)C1C=CC=CC=1)(=O)C1C=CC=CC=1. The catalyst is C(Cl)(Cl)(Cl)Cl. The product is [Br:17][CH2:16][C:5]1[CH:4]=[CH:3][C:2]([F:1])=[CH:7][C:6]=1[C:8]([N:10]1[CH2:11][CH2:12][O:13][CH2:14][CH2:15]1)=[O:9]. The yield is 0.380.